From a dataset of Reaction yield outcomes from USPTO patents with 853,638 reactions. Predict the reaction yield, written as a fraction of the theoretical maximum amount of product (1.0 means a 100% yield; for example, 0.34 means a 34% yield). (1) The reactants are [CH2:1]([N:3]([CH2:20][CH3:21])[CH2:4][CH2:5][N:6]1[CH2:12][CH2:11][CH2:10][C:9]2[NH:13][C:14]([CH:17]=O)=[C:15]([CH3:16])[C:8]=2[C:7]1=[O:19])[CH3:2].[F:22][C:23]1[CH:24]=[C:25]2[C:29](=[CH:30][C:31]=1[NH:32][C:33](=[O:37])[CH2:34][O:35][CH3:36])[NH:28][C:27](=[O:38])[CH2:26]2. No catalyst specified. The product is [CH2:1]([N:3]([CH2:20][CH3:21])[CH2:4][CH2:5][N:6]1[CH2:12][CH2:11][CH2:10][C:9]2[NH:13][C:14](/[CH:17]=[C:26]3\[C:27](=[O:38])[NH:28][C:29]4[C:25]\3=[CH:24][C:23]([F:22])=[C:31]([NH:32][C:33](=[O:37])[CH2:34][O:35][CH3:36])[CH:30]=4)=[C:15]([CH3:16])[C:8]=2[C:7]1=[O:19])[CH3:2]. The yield is 0.536. (2) The reactants are [C:1]1([C@@:11]23[CH2:16][CH:15]2[CH2:14][O:13][C:12]3=[O:17])[C:10]2[C:5](=[CH:6][CH:7]=[CH:8][CH:9]=2)[CH:4]=[CH:3][CH:2]=1.ClCCl. The catalyst is O1CCCC1. The product is [C:1]1([C@@:11]2([CH2:12][OH:17])[CH2:16][CH:15]2[CH2:14][OH:13])[C:10]2[C:5](=[CH:6][CH:7]=[CH:8][CH:9]=2)[CH:4]=[CH:3][CH:2]=1. The yield is 0.920. (3) The reactants are C([O-])(=O)C.[NH4+:5].[C:6]([CH2:8][C:9]([O:11]CC)=O)#[N:7].[CH3:14][C:15]([CH3:17])=O.[N+:18]([C:21]1[CH:28]=[CH:27][C:24]([CH:25]=O)=[CH:23][CH:22]=1)([O-:20])=[O:19]. No catalyst specified. The product is [CH3:14][C:15]1[NH:5][C:9](=[O:11])[C:8]([C:6]#[N:7])=[C:25]([C:24]2[CH:27]=[CH:28][C:21]([N+:18]([O-:20])=[O:19])=[CH:22][CH:23]=2)[CH:17]=1. The yield is 0.460. (4) The reactants are [C:1]([O:5][C:6]([NH:8][C@@H:9]([CH2:13][C:14]1[CH:19]=[CH:18][C:17]([N+:20]([O-:22])=[O:21])=[CH:16][CH:15]=1)[C:10]([OH:12])=O)=[O:7])([CH3:4])([CH3:3])[CH3:2].C(N(CC)CC)C.ClC(OCC(C)C)=O.[N+:38](=[CH2:40])=[N-:39]. The catalyst is C1COCC1.CCOCC. The product is [C:1]([O:5][C:6](=[O:7])[NH:8][C@@H:9]([CH2:13][C:14]1[CH:19]=[CH:18][C:17]([N+:20]([O-:22])=[O:21])=[CH:16][CH:15]=1)[C:10](=[O:12])[CH:40]=[N+:38]=[N-:39])([CH3:2])([CH3:3])[CH3:4]. The yield is 0.820. (5) The reactants are [CH3:1][C:2]1[CH:7]=[C:6]([N+:8]([O-])=O)[CH:5]=[CH:4][C:3]=1[NH:11][C:12](=[O:19])[C:13]1[CH:18]=[CH:17][CH:16]=[CH:15][CH:14]=1.O.O.[Sn](Cl)Cl.C([O-])(O)=O.[Na+]. The catalyst is C(OCC)(=O)C. The product is [NH2:8][C:6]1[CH:5]=[CH:4][C:3]([NH:11][C:12](=[O:19])[C:13]2[CH:18]=[CH:17][CH:16]=[CH:15][CH:14]=2)=[C:2]([CH3:1])[CH:7]=1. The yield is 0.970. (6) The reactants are Cl.[CH2:2]([O:9][C@H:10]([CH3:25])[C@@H:11]([CH3:24])[O:12][C:13]1[C:18]([C:19]([F:22])([F:21])[F:20])=[CH:17][N:16]=[C:15](Cl)[N:14]=1)[C:3]1[CH:8]=[CH:7][CH:6]=[CH:5][CH:4]=1.[NH2:26][C:27]1[CH:32]=[CH:31][C:30]([S:33]([CH3:42])(=[N:35][C:36](=[O:41])[C:37]([F:40])([F:39])[F:38])=[O:34])=[CH:29][CH:28]=1. The catalyst is O1CCOCC1.C(#N)C.C(OCC)(=O)C. The product is [CH2:2]([O:9][C@H:10]([CH3:25])[C@H:11]([O:12][C:13]1[C:18]([C:19]([F:22])([F:21])[F:20])=[CH:17][N:16]=[C:15]([NH:26][C:27]2[CH:28]=[CH:29][C:30]([S:33]([CH3:42])(=[N:35][C:36](=[O:41])[C:37]([F:40])([F:38])[F:39])=[O:34])=[CH:31][CH:32]=2)[N:14]=1)[CH3:24])[C:3]1[CH:8]=[CH:7][CH:6]=[CH:5][CH:4]=1. The yield is 0.770. (7) The reactants are [CH:1]1([C@@:7]([OH:33])([C:27]2[CH:32]=[CH:31][CH:30]=[CH:29][CH:28]=2)[C:8]2[N:12]=[CH:11][N:10]([CH2:13][CH:14]3[CH2:19][CH2:18][N:17](C(OC(C)(C)C)=O)[CH2:16][CH2:15]3)[N:9]=2)[CH2:6][CH2:5][CH2:4][CH2:3][CH2:2]1.Cl. The catalyst is O1CCOCC1. The product is [CH:27]1([C@@:7]([C:1]2[CH:6]=[CH:5][CH:4]=[CH:3][CH:2]=2)([C:8]2[N:12]=[CH:11][N:10]([CH2:13][CH:14]3[CH2:19][CH2:18][NH:17][CH2:16][CH2:15]3)[N:9]=2)[OH:33])[CH2:32][CH2:31][CH2:30][CH2:29][CH2:28]1. The yield is 0.960.